This data is from Forward reaction prediction with 1.9M reactions from USPTO patents (1976-2016). The task is: Predict the product of the given reaction. (1) Given the reactants Cl[C:2](Cl)([O:4]C(=O)OC(Cl)(Cl)Cl)Cl.[NH2:13][C:14]1[CH:19]=[CH:18][C:17]([C:20]2[C:30]3[C:29](=[O:31])[N:28]([CH2:32][CH3:33])[CH2:27][C:26]([CH3:35])([CH3:34])[O:25][C:24]=3[N:23]=[C:22]([N:36]3[CH2:42][CH:41]4[O:43][CH:38]([CH2:39][CH2:40]4)[CH2:37]3)[N:21]=2)=[CH:16][C:15]=1[F:44].C(N(CC)CC)C.[NH2:52][C@H:53]([CH3:56])[CH2:54][OH:55], predict the reaction product. The product is: [CH2:32]([N:28]1[CH2:27][C:26]([CH3:34])([CH3:35])[O:25][C:24]2[N:23]=[C:22]([N:36]3[CH2:37][CH:38]4[O:43][CH:41]([CH2:40][CH2:39]4)[CH2:42]3)[N:21]=[C:20]([C:17]3[CH:18]=[CH:19][C:14]([NH:13][C:2]([NH:52][C@H:53]([CH3:56])[CH2:54][OH:55])=[O:4])=[C:15]([F:44])[CH:16]=3)[C:30]=2[C:29]1=[O:31])[CH3:33]. (2) Given the reactants [C:1](=O)(OC(Cl)(Cl)Cl)[O:2]C(Cl)(Cl)Cl.[NH2:13][C:14]1[CH:15]=[C:16]([CH:33]=[CH:34][C:35]=1[F:36])[O:17][C:18]1[N:23]=[C:22]2[S:24][C:25]([NH:27][C:28]([CH:30]3[CH2:32][CH2:31]3)=[O:29])=[N:26][C:21]2=[CH:20][CH:19]=1.C(N(CC)CC)C.[O:44]([CH2:51][CH2:52][NH2:53])[C:45]1[CH:50]=[CH:49][CH:48]=[CH:47][CH:46]=1, predict the reaction product. The product is: [F:36][C:35]1[CH:34]=[CH:33][C:16]([O:17][C:18]2[N:23]=[C:22]3[S:24][C:25]([NH:27][C:28]([CH:30]4[CH2:32][CH2:31]4)=[O:29])=[N:26][C:21]3=[CH:20][CH:19]=2)=[CH:15][C:14]=1[NH:13][C:1](=[O:2])[NH:53][CH2:52][CH2:51][O:44][C:45]1[CH:50]=[CH:49][CH:48]=[CH:47][CH:46]=1. (3) Given the reactants C(OP([CH:9]1[C:18](=[O:19])[N:17]2[C@H:12]([CH2:13][CH2:14][CH2:15][C@H:16]2[C:20]2[CH:25]=[CH:24][C:23]([Cl:26])=[CH:22][CH:21]=2)[CH2:11][CH2:10]1)(=O)OCC)C.[CH3:27][O:28][C:29]1[CH:30]=[C:31]([CH:34]=[CH:35][C:36]=1[N:37]1[CH:41]=[C:40]([CH3:42])[N:39]=[CH:38]1)[CH:32]=O.O.[OH-].[Li+].C(=O)([O-])O.[Na+], predict the reaction product. The product is: [Cl:26][C:23]1[CH:24]=[CH:25][C:20]([C@@H:16]2[CH2:15][CH2:14][CH2:13][C@H:12]3[N:17]2[C:18](=[O:19])/[C:9](=[CH:32]/[C:31]2[CH:34]=[CH:35][C:36]([N:37]4[CH:41]=[C:40]([CH3:42])[N:39]=[CH:38]4)=[C:29]([O:28][CH3:27])[CH:30]=2)/[CH2:10][CH2:11]3)=[CH:21][CH:22]=1. (4) Given the reactants [N:1]([CH2:8][CH2:9][OH:10])([CH2:5][CH2:6][OH:7])[CH2:2][CH2:3][OH:4].[OH-].[Na+].[OH:13][CH2:14][CH:15]([CH2:17][OH:18])[OH:16], predict the reaction product. The product is: [OH:13][CH2:14][CH:15]([CH2:17][OH:18])[OH:16].[N:1]([CH2:8][CH2:9][OH:10])([CH2:5][CH2:6][OH:7])[CH2:2][CH2:3][OH:4]. (5) Given the reactants FC1C=CC=CC=1C([O:6][C@H:7]1[CH2:12][CH2:11][C@@H:10]([C:13]2[CH:18]=[CH:17][C:16]([Br:19])=[CH:15][CH:14]=2)[CH2:9][CH2:8]1)=O.[OH-].[Na+].Cl, predict the reaction product. The product is: [Br:19][C:16]1[CH:15]=[CH:14][C:13]([C@@H:10]2[CH2:11][CH2:12][C@H:7]([OH:6])[CH2:8][CH2:9]2)=[CH:18][CH:17]=1.